Dataset: Reaction yield outcomes from USPTO patents with 853,638 reactions. Task: Predict the reaction yield, written as a fraction of the theoretical maximum amount of product (1.0 means a 100% yield; for example, 0.34 means a 34% yield). (1) The reactants are [NH2:1][C:2]1[CH:24]=[CH:23][C:5]2[N:6]=[C:7]([S:9][CH2:10][C:11]([N:13]3[C:22]4[C:17](=[CH:18][CH:19]=[CH:20][CH:21]=4)[CH2:16][CH2:15][CH2:14]3)=[O:12])[S:8][C:4]=2[CH:3]=1.[CH3:25][C:26](OC(C)=O)=[O:27].CCN(CC)CC. The catalyst is C(Cl)Cl. The product is [N:13]1([C:11](=[O:12])[CH2:10][S:9][C:7]2[S:8][C:4]3[CH:3]=[C:2]([NH:1][C:26](=[O:27])[CH3:25])[CH:24]=[CH:23][C:5]=3[N:6]=2)[C:22]2[C:17](=[CH:18][CH:19]=[CH:20][CH:21]=2)[CH2:16][CH2:15][CH2:14]1. The yield is 0.860. (2) The reactants are [F:1][C:2]1[CH:3]=[C:4]([CH:21]=[C:22]([F:24])[CH:23]=1)[C:5]([O:7][C:8]12[CH2:14][C:11]([CH2:15][CH2:16][C:17]([O:19]C)=[O:18])([CH2:12][CH2:13]1)[CH2:10][CH2:9]2)=[O:6].[Li+].[I-]. The catalyst is N1C=CC=CC=1. The product is [F:1][C:2]1[CH:3]=[C:4]([CH:21]=[C:22]([F:24])[CH:23]=1)[C:5]([O:7][C:8]12[CH2:14][C:11]([CH2:15][CH2:16][C:17]([OH:19])=[O:18])([CH2:12][CH2:13]1)[CH2:10][CH2:9]2)=[O:6]. The yield is 0.800. (3) The reactants are [Cl:1][C:2]1[CH:3]=[CH:4][C:5]2[CH:11]([CH3:12])[NH:10][CH2:9][CH:8]([CH2:13][C:14]([F:17])([F:16])[F:15])[O:7][C:6]=2[N:18]=1.C=O.[C:21](O[BH-](OC(=O)C)OC(=O)C)(=O)C.[Na+]. The catalyst is CO. The product is [Cl:1][C:2]1[CH:3]=[CH:4][C:5]2[CH:11]([CH3:12])[N:10]([CH3:21])[CH2:9][CH:8]([CH2:13][C:14]([F:17])([F:16])[F:15])[O:7][C:6]=2[N:18]=1. The yield is 0.850. (4) The reactants are [N:1]([CH:4]1[C:16]2[C:8](=[CH:9][CH:10]=[C:11]3[C:15]=2[N:14]([CH2:17][C@@H:18]([NH:20]C(=O)OCC2C=CC=CC=2)[CH3:19])[N:13]=[CH:12]3)[O:7][CH2:6][CH:5]1Br)=[N+]=[N-].C[OH:33]. The catalyst is [Pd]. The product is [NH2:1][CH:4]1[C:16]2[C:8](=[CH:9][CH:10]=[C:11]3[C:15]=2[N:14]([CH2:17][C@@H:18]([NH2:20])[CH3:19])[N:13]=[CH:12]3)[O:7][CH2:6][CH:5]1[OH:33]. The yield is 0.960.